The task is: Regression. Given two drug SMILES strings and cell line genomic features, predict the synergy score measuring deviation from expected non-interaction effect.. This data is from NCI-60 drug combinations with 297,098 pairs across 59 cell lines. (1) Drug 1: C1CN(CCN1C(=O)CCBr)C(=O)CCBr. Drug 2: C1=NNC2=C1C(=O)NC=N2. Cell line: MCF7. Synergy scores: CSS=3.61, Synergy_ZIP=-3.35, Synergy_Bliss=3.45, Synergy_Loewe=-4.72, Synergy_HSA=1.23. (2) Drug 1: CC(CN1CC(=O)NC(=O)C1)N2CC(=O)NC(=O)C2. Drug 2: C1CCC(C(C1)N)N.C(=O)(C(=O)[O-])[O-].[Pt+4]. Cell line: MCF7. Synergy scores: CSS=24.6, Synergy_ZIP=-10.6, Synergy_Bliss=-7.59, Synergy_Loewe=-34.9, Synergy_HSA=-3.75. (3) Drug 1: CN(C)C1=NC(=NC(=N1)N(C)C)N(C)C. Drug 2: COC1=C2C(=CC3=C1OC=C3)C=CC(=O)O2. Cell line: UACC-257. Synergy scores: CSS=-4.84, Synergy_ZIP=2.38, Synergy_Bliss=1.29, Synergy_Loewe=-3.26, Synergy_HSA=-3.79. (4) Drug 1: CCN(CC)CCNC(=O)C1=C(NC(=C1C)C=C2C3=C(C=CC(=C3)F)NC2=O)C. Drug 2: C1CCC(C(C1)N)N.C(=O)(C(=O)[O-])[O-].[Pt+4]. Cell line: ACHN. Synergy scores: CSS=7.76, Synergy_ZIP=-6.65, Synergy_Bliss=-2.11, Synergy_Loewe=-9.48, Synergy_HSA=-6.34. (5) Drug 1: CC1=C(N=C(N=C1N)C(CC(=O)N)NCC(C(=O)N)N)C(=O)NC(C(C2=CN=CN2)OC3C(C(C(C(O3)CO)O)O)OC4C(C(C(C(O4)CO)O)OC(=O)N)O)C(=O)NC(C)C(C(C)C(=O)NC(C(C)O)C(=O)NCCC5=NC(=CS5)C6=NC(=CS6)C(=O)NCCC[S+](C)C)O. Drug 2: CNC(=O)C1=NC=CC(=C1)OC2=CC=C(C=C2)NC(=O)NC3=CC(=C(C=C3)Cl)C(F)(F)F. Cell line: HOP-62. Synergy scores: CSS=45.5, Synergy_ZIP=-4.79, Synergy_Bliss=-5.49, Synergy_Loewe=-30.2, Synergy_HSA=0.926. (6) Drug 1: CC1=C(C=C(C=C1)C(=O)NC2=CC(=CC(=C2)C(F)(F)F)N3C=C(N=C3)C)NC4=NC=CC(=N4)C5=CN=CC=C5. Drug 2: C1CN(CCN1C(=O)CCBr)C(=O)CCBr. Cell line: HOP-62. Synergy scores: CSS=23.8, Synergy_ZIP=0.906, Synergy_Bliss=3.88, Synergy_Loewe=-12.1, Synergy_HSA=2.32. (7) Drug 1: CC=C1C(=O)NC(C(=O)OC2CC(=O)NC(C(=O)NC(CSSCCC=C2)C(=O)N1)C(C)C)C(C)C. Drug 2: CCC1(C2=C(COC1=O)C(=O)N3CC4=CC5=C(C=CC(=C5CN(C)C)O)N=C4C3=C2)O.Cl. Cell line: HS 578T. Synergy scores: CSS=74.8, Synergy_ZIP=-1.50, Synergy_Bliss=-1.50, Synergy_Loewe=0.743, Synergy_HSA=3.00. (8) Synergy scores: CSS=23.7, Synergy_ZIP=-6.99, Synergy_Bliss=0.245, Synergy_Loewe=0.267, Synergy_HSA=1.39. Drug 1: C1CCC(CC1)NC(=O)N(CCCl)N=O. Drug 2: C1CCC(C(C1)N)N.C(=O)(C(=O)[O-])[O-].[Pt+4]. Cell line: SF-539. (9) Drug 1: CC12CCC(CC1=CCC3C2CCC4(C3CC=C4C5=CN=CC=C5)C)O. Drug 2: C1C(C(OC1N2C=NC3=C2NC=NCC3O)CO)O. Cell line: DU-145. Synergy scores: CSS=7.60, Synergy_ZIP=3.70, Synergy_Bliss=4.46, Synergy_Loewe=3.37, Synergy_HSA=3.53.